From a dataset of Reaction yield outcomes from USPTO patents with 853,638 reactions. Predict the reaction yield, written as a fraction of the theoretical maximum amount of product (1.0 means a 100% yield; for example, 0.34 means a 34% yield). (1) The reactants are [OH-:1].[K+].Cl.[CH2:4]([Li])[CH2:5][CH2:6][CH3:7].[CH:9]([Li])=[CH:10][CH3:11].[CH3:13][C:14](C)=O.[Cl-].[NH4+].[CH2:19](O)[CH3:20].O. The catalyst is O.CCCCCC.CCOCC. The product is [CH3:7][CH:6]([CH:19]([CH3:20])[CH:10]([CH3:11])[CH3:9])[C:5](=[O:1])/[CH:4]=[CH:13]/[CH3:14]. The yield is 0.390. (2) The reactants are [OH:1][C:2]1[CH:14]=[CH:13][C:12]2[C:11]3[C:6](=[CH:7][C:8]([N:15]([CH3:18])[CH:16]=[O:17])=[CH:9][CH:10]=3)[N:5]([C:19]([O:21][C:22]([CH3:25])([CH3:24])[CH3:23])=[O:20])[C:4]=2[CH:3]=1.[CH3:26][C:27]1[CH:32]=[CH:31][C:30]([S:33]([O:36][CH2:37][CH2:38][O:39][CH2:40][CH2:41][O:42][CH2:43][CH2:44]F)(=[O:35])=[O:34])=[CH:29][CH:28]=1.C([O-])([O-])=O.[Cs+].[Cs+]. The catalyst is CN1C(=O)CCC1.CCOC(C)=O. The product is [CH3:18][N:15]([C:8]1[CH:9]=[CH:10][C:11]2[C:12]3[C:4](=[CH:3][C:2]([O:1][CH2:44][CH2:43][O:42][CH2:41][CH2:40][O:39][CH2:38][CH2:37][O:36][S:33]([C:30]4[CH:29]=[CH:28][C:27]([CH3:26])=[CH:32][CH:31]=4)(=[O:35])=[O:34])=[CH:14][CH:13]=3)[N:5]([C:19]([O:21][C:22]([CH3:25])([CH3:24])[CH3:23])=[O:20])[C:6]=2[CH:7]=1)[CH:16]=[O:17]. The yield is 0.630. (3) The yield is 0.650. The catalyst is C1COCC1. The reactants are CS(Cl)(=O)=O.[CH2:6]([S:8]([C:11]1[CH:12]=[C:13]([C:17]2[CH:25]=[C:24]([CH2:26]O)[CH:23]=[C:22]3[C:18]=2[C:19]2[CH:31]=[C:30]([CH3:32])[CH:29]=[N:28][C:20]=2[NH:21]3)[CH:14]=[CH:15][CH:16]=1)(=[O:10])=[O:9])[CH3:7].[CH:33]([N:36](C(C)C)[CH2:37]C)(C)C.CNC. The product is [CH2:6]([S:8]([C:11]1[CH:12]=[C:13]([C:17]2[CH:25]=[C:24]([CH2:26][N:36]([CH3:37])[CH3:33])[CH:23]=[C:22]3[C:18]=2[C:19]2[CH:31]=[C:30]([CH3:32])[CH:29]=[N:28][C:20]=2[NH:21]3)[CH:14]=[CH:15][CH:16]=1)(=[O:10])=[O:9])[CH3:7]. (4) The reactants are [F:1][C:2]1[C:10]([C:11]2[CH:16]=[CH:15][C:14]([C:17]3([CH2:20][OH:21])[CH2:19][CH2:18]3)=[CH:13][CH:12]=2)=[C:9]([F:22])[CH:8]=[C:7]2[C:3]=1[C:4]([CH:23]=[O:24])=[CH:5][NH:6]2.Cl([O-])=[O:26].[Na+].S([O-])([O-])(=O)=O.[Na+].[Na+]. The catalyst is C(#N)C.C(O)(C)(C)C.CC(=CC)C.O. The product is [F:1][C:2]1[C:10]([C:11]2[CH:12]=[CH:13][C:14]([C:17]3([CH2:20][OH:21])[CH2:18][CH2:19]3)=[CH:15][CH:16]=2)=[C:9]([F:22])[CH:8]=[C:7]2[C:3]=1[C:4]([C:23]([OH:26])=[O:24])=[CH:5][NH:6]2. The yield is 0.240. (5) The reactants are [CH3:1][C:2]1[N:3]=[C:4]2[CH:9]=[CH:8][CH:7]=[CH:6][N:5]2[CH:10]=1.[CH2:11]([CH:13]([C:16]1[C:17]2[N:18]([C:23](I)=[C:24]([CH3:26])[N:25]=2)[N:19]=[C:20]([CH3:22])[CH:21]=1)[CH2:14][CH3:15])[CH3:12]. No catalyst specified. The product is [CH2:11]([CH:13]([C:16]1[C:17]2[N:18]([C:23]([C:10]3[N:5]4[CH:6]=[CH:7][CH:8]=[CH:9][C:4]4=[N:3][C:2]=3[CH3:1])=[C:24]([CH3:26])[N:25]=2)[N:19]=[C:20]([CH3:22])[CH:21]=1)[CH2:14][CH3:15])[CH3:12]. The yield is 0.210. (6) The reactants are [C:1]([C:4]1[CH:13]=[C:8]([C:9]([O:11][CH3:12])=[O:10])[C:7]([OH:14])=[CH:6][CH:5]=1)(=[O:3])[CH3:2].N1C=CC=CC=1.[F:21][C:22]([F:35])([F:34])[S:23](O[S:23]([C:22]([F:35])([F:34])[F:21])(=[O:25])=[O:24])(=[O:25])=[O:24]. The catalyst is C(Cl)Cl. The product is [CH3:12][O:11][C:9](=[O:10])[C:8]1[CH:13]=[C:4]([C:1](=[O:3])[CH3:2])[CH:5]=[CH:6][C:7]=1[O:14][S:23]([C:22]([F:35])([F:34])[F:21])(=[O:25])=[O:24]. The yield is 0.960. (7) The reactants are [Cl:1][C:2]1[CH:7]=[CH:6][C:5]([S:8]([NH:11][C@H:12]([C:15]2[CH:20]=[CH:19][C:18]([F:21])=[CH:17][CH:16]=2)[CH2:13][CH3:14])(=[O:10])=[O:9])=[CH:4][CH:3]=1.[CH3:22][O:23][C:24]([C:26]1[CH:31]=[CH:30][C:29]([CH2:32]Br)=[CH:28][CH:27]=1)=[O:25]. The product is [Cl:1][C:2]1[CH:7]=[CH:6][C:5]([S:8]([N:11]([CH2:32][C:29]2[CH:30]=[CH:31][C:26]([C:24]([O:23][CH3:22])=[O:25])=[CH:27][CH:28]=2)[C@H:12]([C:15]2[CH:16]=[CH:17][C:18]([F:21])=[CH:19][CH:20]=2)[CH2:13][CH3:14])(=[O:9])=[O:10])=[CH:4][CH:3]=1. The yield is 0.800. No catalyst specified.